From a dataset of HIV replication inhibition screening data with 41,000+ compounds from the AIDS Antiviral Screen. Binary Classification. Given a drug SMILES string, predict its activity (active/inactive) in a high-throughput screening assay against a specified biological target. (1) The drug is CC(C)(C)NC(=N)NC#N. The result is 0 (inactive). (2) The drug is CC1(Cl)CC2C(CC1Sc1nnnn1-c1ccccc1)C2(C)C. The result is 0 (inactive). (3) The drug is C[N+]12C=CC=C1C(N1CCCC1)c1sc(-c3ccc(Cl)cc3)cc12.[I-]. The result is 0 (inactive). (4) The molecule is Cc1ccc(S(=O)(=O)NN=C2CCC3(O)CC2(C)CCC2C3CC2(C)C)cc1. The result is 1 (active).